Dataset: Forward reaction prediction with 1.9M reactions from USPTO patents (1976-2016). Task: Predict the product of the given reaction. (1) Given the reactants [C:1]1([CH3:12])[CH:6]=[CH:5][C:4]([O:7][CH2:8][C:9]([Cl:11])=[O:10])=[CH:3][CH:2]=1.[C:13]1([C:13]2[CH:18]=[CH:17]C=[CH:15][CH:14]=2)[CH:18]=[CH:17]C(OCC(O)=O)=[CH:15][CH:14]=1.O=S(Cl)Cl, predict the reaction product. The product is: [C:1]1([C:12]2[CH:17]=[CH:18][CH:13]=[CH:14][CH:15]=2)[CH:6]=[CH:5][C:4]([O:7][CH2:8][C:9]([Cl:11])=[O:10])=[CH:3][CH:2]=1. (2) Given the reactants C([O:8][C:9]1[C:18](=[O:19])[N:17]2[C:12]([C:13]([CH3:21])([CH3:20])[O:14][CH2:15][CH2:16]2)=[N:11][C:10]=1[C:22]1[NH:23][C:24]([CH2:28][C:29]2[CH:34]=[CH:33][C:32]([F:35])=[CH:31][CH:30]=2)=[C:25](Cl)[N:26]=1)C1C=CC=CC=1.C(O)=O.[Cl-], predict the reaction product. The product is: [F:35][C:32]1[CH:33]=[CH:34][C:29]([CH2:28][C:24]2[NH:23][C:22]([C:10]3[N:11]=[C:12]4[N:17]([C:18](=[O:19])[C:9]=3[OH:8])[CH2:16][CH2:15][O:14][C:13]4([CH3:21])[CH3:20])=[N:26][CH:25]=2)=[CH:30][CH:31]=1. (3) Given the reactants [C:1]([O:5][C:6](=[O:34])[C:7]1[CH:12]=[CH:11][C:10]([CH2:13][C@H:14]([C:18]2[CH:23]=[CH:22][C:21]([C:24]3[CH2:29][CH2:28][CH:27]([C:30]([CH3:33])([CH3:32])[CH3:31])[CH2:26][CH:25]=3)=[CH:20][CH:19]=2)[C:15]([OH:17])=[O:16])=[CH:9][CH:8]=1)([CH3:4])([CH3:3])[CH3:2].[H][H], predict the reaction product. The product is: [C:1]([O:5][C:6](=[O:34])[C:7]1[CH:12]=[CH:11][C:10]([CH2:13][C@H:14]([C:18]2[CH:19]=[CH:20][C:21]([C@H:24]3[CH2:25][CH2:26][C@@H:27]([C:30]([CH3:33])([CH3:32])[CH3:31])[CH2:28][CH2:29]3)=[CH:22][CH:23]=2)[C:15]([OH:17])=[O:16])=[CH:9][CH:8]=1)([CH3:4])([CH3:3])[CH3:2].